Dataset: Catalyst prediction with 721,799 reactions and 888 catalyst types from USPTO. Task: Predict which catalyst facilitates the given reaction. Reactant: C(OC(=O)[NH:7][CH2:8][CH2:9][O:10][CH2:11][C:12]1[CH:17]=[CH:16][CH:15]=[CH:14][CH:13]=1)(C)(C)C.FC(F)(F)C(O)=O. Product: [CH2:11]([O:10][CH2:9][CH2:8][NH2:7])[C:12]1[CH:17]=[CH:16][CH:15]=[CH:14][CH:13]=1. The catalyst class is: 2.